From a dataset of Catalyst prediction with 721,799 reactions and 888 catalyst types from USPTO. Predict which catalyst facilitates the given reaction. (1) Reactant: [OH:1][CH2:2][CH2:3][C:4]1[CH:28]=[CH:27][C:7]([O:8][CH:9]([C:21]2[CH:26]=[CH:25][CH:24]=[CH:23][CH:22]=2)[CH2:10][CH2:11][N:12](C)[C:13](=O)OC(C)(C)C)=[CH:6][CH:5]=1.C(O)(C(F)(F)F)=O. Product: [CH3:13][NH:12][CH2:11][CH2:10][CH:9]([C:21]1[CH:22]=[CH:23][CH:24]=[CH:25][CH:26]=1)[O:8][C:7]1[CH:27]=[CH:28][C:4]([CH2:3][CH2:2][OH:1])=[CH:5][CH:6]=1. The catalyst class is: 2. (2) Reactant: B.[CH3:2][C:3]1([CH3:26])[C:7]([CH3:9])([CH3:8])[O:6][B:5]([C:10]2[CH:25]=[CH:24][C:13]([O:14][CH2:15][CH:16]3[CH2:21][CH2:20][N:19]([CH:22]=O)[CH2:18][CH2:17]3)=[CH:12][CH:11]=2)[O:4]1.OC(C(O)(C)C)(C)C. Product: [CH3:22][N:19]1[CH2:20][CH2:21][CH:16]([CH2:15][O:14][C:13]2[CH:24]=[CH:25][C:10]([B:5]3[O:6][C:7]([CH3:9])([CH3:8])[C:3]([CH3:26])([CH3:2])[O:4]3)=[CH:11][CH:12]=2)[CH2:17][CH2:18]1. The catalyst class is: 7. (3) Product: [CH3:15][O:14][C:11]1[C:10]([O:16][CH2:17][CH2:18][O:19][CH3:20])=[CH:9][C:8]2[N:7]=[CH:6][C:5]3[C:4]([C:13]=2[CH:12]=1)=[CH:3][C:1]([N:23]1[CH2:27][CH2:26][CH2:25][CH2:24]1)=[N:2][C:21]=3[NH2:22]. Reactant: [C:1]([CH2:3][C:4]1[C:13]2[C:8](=[CH:9][C:10]([O:16][CH2:17][CH2:18][O:19][CH3:20])=[C:11]([O:14][CH3:15])[CH:12]=2)[N:7]=[CH:6][C:5]=1[C:21]#[N:22])#[N:2].[NH:23]1[CH2:27][CH2:26][CH2:25][CH2:24]1. The catalyst class is: 11. (4) Reactant: C(OC(=O)[NH:7][CH2:8][CH2:9][N:10]1[C:15]2[CH:16]=[CH:17][C:18]([Cl:20])=[CH:19][C:14]=2[C:13]([C:25]#[C:26][CH:27]2[CH2:29][CH2:28]2)([C:21]([F:24])([F:23])[F:22])[O:12][C:11]1=[O:30])(C)(C)C.[F:32][C:33]([F:38])([F:37])[C:34]([OH:36])=[O:35]. Product: [F:32][C:33]([F:38])([F:37])[C:34]([OH:36])=[O:35].[NH2:7][CH2:8][CH2:9][N:10]1[C:15]2[CH:16]=[CH:17][C:18]([Cl:20])=[CH:19][C:14]=2[C:13]([C:25]#[C:26][CH:27]2[CH2:29][CH2:28]2)([C:21]([F:22])([F:24])[F:23])[O:12][C:11]1=[O:30]. The catalyst class is: 4. (5) Reactant: C(O)(C(F)(F)F)=O.[CH2:8]([O:10][C:11](=[O:41])[C:12]1[CH:17]=[C:16]([C:18]#[N:19])[C:15]([N:20]2[CH2:25][CH2:24][CH:23]([C:26]([O:28]C(C)(C)C)=[O:27])[CH2:22][CH2:21]2)=[N:14][C:13]=1[O:33][S:34]([C:37]([F:40])([F:39])[F:38])(=[O:36])=[O:35])[CH3:9]. Product: [C:18]([C:16]1[C:15]([N:20]2[CH2:25][CH2:24][CH:23]([C:26]([OH:28])=[O:27])[CH2:22][CH2:21]2)=[N:14][C:13]([O:33][S:34]([C:37]([F:39])([F:38])[F:40])(=[O:36])=[O:35])=[C:12]([C:11]([O:10][CH2:8][CH3:9])=[O:41])[CH:17]=1)#[N:19]. The catalyst class is: 2.